This data is from Full USPTO retrosynthesis dataset with 1.9M reactions from patents (1976-2016). The task is: Predict the reactants needed to synthesize the given product. (1) Given the product [CH2:1]([O:3][C:4](=[O:43])[CH2:5][O:6][C:7]1[CH:12]=[CH:11][C:10]([C:13]2([NH:16][C:17]3[N:22]=[C:21]([O:23][CH2:24][C:25]([F:28])([F:26])[F:27])[N:20]=[C:19]([NH:29][C:30]4[CH:42]=[CH:41][C:33]([C:34]([OH:36])=[O:35])=[CH:32][CH:31]=4)[N:18]=3)[CH2:14][CH2:15]2)=[CH:9][CH:8]=1)[CH3:2], predict the reactants needed to synthesize it. The reactants are: [CH2:1]([O:3][C:4](=[O:43])[CH2:5][O:6][C:7]1[CH:12]=[CH:11][C:10]([C:13]2([NH:16][C:17]3[N:22]=[C:21]([O:23][CH2:24][C:25]([F:28])([F:27])[F:26])[N:20]=[C:19]([NH:29][C:30]4[CH:42]=[CH:41][C:33]([C:34]([O:36]C(C)(C)C)=[O:35])=[CH:32][CH:31]=4)[N:18]=3)[CH2:15][CH2:14]2)=[CH:9][CH:8]=1)[CH3:2].Cl.O1CCOCC1. (2) The reactants are: [Cl:1][CH2:2][CH2:3][CH2:4][C:5]([C:7]1[CH:12]=[CH:11][C:10]([C:13]([CH3:18])([CH3:17])[C:14]([OH:16])=[O:15])=[CH:9][CH:8]=1)=[O:6].[C:19](=O)([O-])[O-].[K+].[K+].S(OC)(OC)(=O)=O. Given the product [Cl:1][CH2:2][CH2:3][CH2:4][C:5]([C:7]1[CH:12]=[CH:11][C:10]([C:13]([CH3:18])([CH3:17])[C:14]([O:16][CH3:19])=[O:15])=[CH:9][CH:8]=1)=[O:6], predict the reactants needed to synthesize it.